Dataset: Reaction yield outcomes from USPTO patents with 853,638 reactions. Task: Predict the reaction yield, written as a fraction of the theoretical maximum amount of product (1.0 means a 100% yield; for example, 0.34 means a 34% yield). The reactants are [CH:1]([C:3]1[CH:14]=[CH:13][C:6]([O:7][CH2:8][C:9]([O:11][CH3:12])=[O:10])=[CH:5][CH:4]=1)=O.[CH3:15][N:16]([CH3:21])[CH2:17][CH2:18][CH2:19][NH2:20].[BH4-].[Na+].C(=O)(O)[O-].[Na+]. The catalyst is C1(C)C=CC=CC=1.S([O-])([O-])(=O)=O.[Cu+2]. The product is [CH3:15][N:16]([CH3:21])[CH2:17][CH2:18][CH2:19][NH:20][CH2:1][C:3]1[CH:14]=[CH:13][C:6]([O:7][CH2:8][C:9]([O:11][CH3:12])=[O:10])=[CH:5][CH:4]=1. The yield is 0.420.